Dataset: Drug-target binding data from BindingDB using IC50 measurements. Task: Regression. Given a target protein amino acid sequence and a drug SMILES string, predict the binding affinity score between them. We predict pIC50 (pIC50 = -log10(IC50 in M); higher means more potent). Dataset: bindingdb_ic50. (1) The compound is N#Cc1cccc(-c2c[nH]c3ncnc(Nc4cn[nH]c4)c23)c1. The target protein sequence is MASGSCQGCEEDEETLKKLIVRLNNVQEGKQIETLVQILEDLLVFTYSERASKLFQGKNIHVPLLIVLDSYMRVASVQQVGWSLLCKLIEVCPGTMQSLMGPQDVGNDWEVLGVHQLILKMLTVHNASVNLSVIGLKTLDLLLTSGKITLLILDEESDIFMLIFDAMHSFPANDEVQKLGCKALHVLFERVSEEQLTEFVENKDYMILLSALTNFKDEEEIVLHVLHCLHSLAIPCNNVEVLMSGNVRCYNIVVEAMKAFPMSERIQEVSCCLLHRLTLGNFFNILVLNEVHEFVVKAVQQYPENAALQISALSCLALLTETIFLNQDLEEKNENQENDDEGEEDKLFWLEACYKALTWHRKNKHVQEAACWALNNLLMYQNSLHEKIGDEDGHFPAHREVMLSMLMHSSSKEVFQASANALSTLLEQNVNFRKILLSKGIHLNVLELMQKHIHSPEVAESGCKMLNHLFEGSNTSLDIMAAVVPKILTVMKRHETSLPV.... The pIC50 is 7.4. (2) The drug is CC1=Nc2ccc(Cl)cc2C(c2ccc(Cl)cc2)N1CCN1CCCCC1. The target protein sequence is MSKIFDLVVIGAGSGGLEAGWNAATLYKKRVAVIDVQTHHGPPHYAALGGTCVNVGCVPKKLMVTGAQYMDHLRESAGFGWEFDGSSVKANWKKLIAAKNEAVLDINKSYEGMFNDTEGLDFFLGWGSLESKNVVVVRETADPKSAVKERLQADHILLATGSWPQMPAIPGVEHCISSNEAFYLPEPPRRVLTVGGGFISVEFAGIFNAYKPPGGKVTLCYRNNLILRGFDETIREEVTKQLTANGIEIMTNENPAKVSLNTDGSKHVTFESGKTLDVDVVMMAIGRIPRTNDLQLGNVGVKLTPKGGVQVDEFSRTNVPNIYAIGDITDRLMLTPVAINEGAALVDTVFGNKPRKTDHTRVASAVFSIPPIGTCGLIEEVAAKEFEKVAVYMSSFTPLMHNISGSKYKKFVAKIVTNHSDGTVLGVHLLGDGAPEIIQAVGVCLRLNAKISDFYNTIGVHPTSAEELCSMRTPSYYYLKGEKMETLPESSL. The pIC50 is 6.1.